Dataset: Catalyst prediction with 721,799 reactions and 888 catalyst types from USPTO. Task: Predict which catalyst facilitates the given reaction. (1) Reactant: [Cl:1][C:2]1[CH:3]=[CH:4][C:5]([NH2:10])=[C:6](N)[C:7]=1[Cl:8].C(N=C=S)(C)C.[CH:17]1([N:23]=[C:24]=[N:25]C2CCCCC2)[CH2:22]CCC[CH2:18]1.C1(C)C=CC=CC=1. Product: [Cl:1][C:2]1[C:7]([Cl:8])=[CH:6][C:5]2[NH:10][C:24]([NH:23][CH:17]([CH3:22])[CH3:18])=[N:25][C:4]=2[CH:3]=1. The catalyst class is: 17. (2) Reactant: [Cl:1][C:2]1[CH:7]=[CH:6][C:5]([CH:8]2[CH2:13][CH2:12][CH2:11][N:10]([CH2:14][CH:15]([OH:20])[C:16]([F:19])([F:18])[F:17])[CH2:9]2)=[CH:4][CH:3]=1.C(#N)C.[Cl:24][C:25]1[CH:30]=[CH:29][C:28]([N:31]=[C:32]=[O:33])=[CH:27][CH:26]=1. Product: [Cl:1][C:2]1[CH:3]=[CH:4][C:5]([CH:8]2[CH2:13][CH2:12][CH2:11][N:10]([CH2:14][CH:15]([O:20][C:32](=[O:33])[NH:31][C:28]3[CH:29]=[CH:30][C:25]([Cl:24])=[CH:26][CH:27]=3)[C:16]([F:17])([F:18])[F:19])[CH2:9]2)=[CH:6][CH:7]=1. The catalyst class is: 4. (3) Reactant: [F:1][C:2]1[CH:7]=[C:6]([I:8])[CH:5]=[CH:4][C:3]=1[NH:9][C:10]1[N:15]([CH3:16])[C:14](=[O:17])[C:13]2[CH2:18][CH2:19][CH2:20][C:12]=2[C:11]=1[C:21](OCC)=[O:22].[Si:26]([O:33][C:34]([CH3:39])([CH3:38])[CH2:35][O:36][NH2:37])([C:29]([CH3:32])([CH3:31])[CH3:30])([CH3:28])[CH3:27].[Li+].C[Si]([N-][Si](C)(C)C)(C)C. Product: [Si:26]([O:33][C:34]([CH3:39])([CH3:38])[CH2:35][O:36][NH:37][C:21]([C:11]1[C:12]2[CH2:20][CH2:19][CH2:18][C:13]=2[C:14](=[O:17])[N:15]([CH3:16])[C:10]=1[NH:9][C:3]1[CH:4]=[CH:5][C:6]([I:8])=[CH:7][C:2]=1[F:1])=[O:22])([C:29]([CH3:32])([CH3:31])[CH3:30])([CH3:28])[CH3:27]. The catalyst class is: 1. (4) Reactant: Cl.[Cl:2][C:3]1[C:4]([NH:16][CH2:17][C@H:18]2[CH2:22][CH2:21][CH2:20][NH:19]2)=[N:5][C:6]([NH:9][C:10]2[CH:11]=[N:12][N:13]([CH3:15])[CH:14]=2)=[N:7][CH:8]=1.[C:23]([CH2:25][C:26](O)=[O:27])#[N:24].CN(C(ON1N=NC2C=CC=NC1=2)=[N+](C)C)C.F[P-](F)(F)(F)(F)F.CCN(C(C)C)C(C)C. Product: [Cl:2][C:3]1[C:4]([NH:16][CH2:17][C@H:18]2[CH2:22][CH2:21][CH2:20][N:19]2[C:26](=[O:27])[CH2:25][C:23]#[N:24])=[N:5][C:6]([NH:9][C:10]2[CH:11]=[N:12][N:13]([CH3:15])[CH:14]=2)=[N:7][CH:8]=1. The catalyst class is: 174. (5) Reactant: Br[C:2]1[N:7]=[C:6]([C@:8]2([CH3:20])[CH2:13][O:12][C@@:11]([CH3:18])([C:14]([F:17])([F:16])[F:15])[C:10]([NH2:19])=[N:9]2)[C:5]([F:21])=[CH:4][CH:3]=1.[C:22]([C:24]1[CH:25]=[C:26]([CH3:33])[C:27]([C:30]([NH2:32])=[O:31])=[N:28][CH:29]=1)#[N:23].CC1(C)C2C(=C(P(C3C=CC=CC=3)C3C=CC=CC=3)C=CC=2)OC2C(P(C3C=CC=CC=3)C3C=CC=CC=3)=CC=CC1=2.C(=O)([O-])[O-].[Cs+].[Cs+]. Product: [NH2:19][C:10]1[C@:11]([CH3:18])([C:14]([F:17])([F:16])[F:15])[O:12][CH2:13][C@:8]([C:6]2[N:7]=[C:2]([NH:32][C:30]([C:27]3[C:26]([CH3:33])=[CH:25][C:24]([C:22]#[N:23])=[CH:29][N:28]=3)=[O:31])[CH:3]=[CH:4][C:5]=2[F:21])([CH3:20])[N:9]=1. The catalyst class is: 333. (6) Reactant: [F:1][C:2]1[CH:7]=[CH:6][C:5]([CH2:8][C:9]([OH:11])=[O:10])=[CH:4][C:3]=1[O:12][C:13]([F:16])([F:15])[F:14].C([Li])CCC.Br[CH2:23][CH2:24][CH2:25][Cl:26]. Product: [Cl:26][CH2:25][CH2:24][CH2:23][CH:8]([C:5]1[CH:6]=[CH:7][C:2]([F:1])=[C:3]([O:12][C:13]([F:15])([F:14])[F:16])[CH:4]=1)[C:9]([OH:11])=[O:10]. The catalyst class is: 1.